This data is from Reaction yield outcomes from USPTO patents with 853,638 reactions. The task is: Predict the reaction yield, written as a fraction of the theoretical maximum amount of product (1.0 means a 100% yield; for example, 0.34 means a 34% yield). The reactants are C[O:2][C:3](=O)[C:4]1[CH:9]=[C:8]([NH:10][S:11]([C:14]2[CH:19]=[C:18]([Br:20])[CH:17]=[CH:16][C:15]=2[O:21][CH3:22])(=[O:13])=[O:12])[CH:7]=[N:6][CH:5]=1.[OH-].[NH4+:25]. No catalyst specified. The product is [Br:20][C:18]1[CH:17]=[CH:16][C:15]([O:21][CH3:22])=[C:14]([S:11]([NH:10][C:8]2[CH:7]=[N:6][CH:5]=[C:4]([CH:9]=2)[C:3]([NH2:25])=[O:2])(=[O:13])=[O:12])[CH:19]=1. The yield is 0.850.